Dataset: NCI-60 drug combinations with 297,098 pairs across 59 cell lines. Task: Regression. Given two drug SMILES strings and cell line genomic features, predict the synergy score measuring deviation from expected non-interaction effect. (1) Drug 1: CCCS(=O)(=O)NC1=C(C(=C(C=C1)F)C(=O)C2=CNC3=C2C=C(C=N3)C4=CC=C(C=C4)Cl)F. Drug 2: C1CN1P(=S)(N2CC2)N3CC3. Cell line: EKVX. Synergy scores: CSS=-7.86, Synergy_ZIP=-0.353, Synergy_Bliss=-7.03, Synergy_Loewe=-10.8, Synergy_HSA=-9.01. (2) Drug 1: C1=C(C(=O)NC(=O)N1)F. Drug 2: C(CC(=O)O)C(=O)CN.Cl. Cell line: MALME-3M. Synergy scores: CSS=40.3, Synergy_ZIP=-0.944, Synergy_Bliss=2.71, Synergy_Loewe=3.65, Synergy_HSA=7.07. (3) Drug 1: CC1C(C(CC(O1)OC2CC(CC3=C2C(=C4C(=C3O)C(=O)C5=C(C4=O)C(=CC=C5)OC)O)(C(=O)CO)O)N)O.Cl. Drug 2: CN(C)C1=NC(=NC(=N1)N(C)C)N(C)C. Cell line: BT-549. Synergy scores: CSS=4.86, Synergy_ZIP=0.0938, Synergy_Bliss=4.06, Synergy_Loewe=2.61, Synergy_HSA=2.67. (4) Drug 1: CC12CCC(CC1=CCC3C2CCC4(C3CC=C4C5=CN=CC=C5)C)O. Drug 2: CC1OCC2C(O1)C(C(C(O2)OC3C4COC(=O)C4C(C5=CC6=C(C=C35)OCO6)C7=CC(=C(C(=C7)OC)O)OC)O)O. Cell line: HCT-15. Synergy scores: CSS=34.1, Synergy_ZIP=6.13, Synergy_Bliss=9.73, Synergy_Loewe=3.48, Synergy_HSA=9.55. (5) Drug 1: CN1C(=O)N2C=NC(=C2N=N1)C(=O)N. Drug 2: CC1C(C(CC(O1)OC2CC(OC(C2O)C)OC3=CC4=CC5=C(C(=O)C(C(C5)C(C(=O)C(C(C)O)O)OC)OC6CC(C(C(O6)C)O)OC7CC(C(C(O7)C)O)OC8CC(C(C(O8)C)O)(C)O)C(=C4C(=C3C)O)O)O)O. Cell line: OVCAR-4. Synergy scores: CSS=37.0, Synergy_ZIP=-0.186, Synergy_Bliss=0.711, Synergy_Loewe=-16.2, Synergy_HSA=0.403. (6) Drug 1: CC1=C(C=C(C=C1)NC(=O)C2=CC=C(C=C2)CN3CCN(CC3)C)NC4=NC=CC(=N4)C5=CN=CC=C5. Drug 2: CC1CCC2CC(C(=CC=CC=CC(CC(C(=O)C(C(C(=CC(C(=O)CC(OC(=O)C3CCCCN3C(=O)C(=O)C1(O2)O)C(C)CC4CCC(C(C4)OC)O)C)C)O)OC)C)C)C)OC. Cell line: HOP-62. Synergy scores: CSS=27.0, Synergy_ZIP=-5.30, Synergy_Bliss=7.80, Synergy_Loewe=-13.3, Synergy_HSA=3.73. (7) Drug 1: CC1C(C(CC(O1)OC2CC(CC3=C2C(=C4C(=C3O)C(=O)C5=C(C4=O)C(=CC=C5)OC)O)(C(=O)C)O)N)O.Cl. Drug 2: C1=CC(=CC=C1CCCC(=O)O)N(CCCl)CCCl. Cell line: HCC-2998. Synergy scores: CSS=-0.638, Synergy_ZIP=-8.95, Synergy_Bliss=-16.9, Synergy_Loewe=-20.1, Synergy_HSA=-14.7. (8) Drug 1: CNC(=O)C1=CC=CC=C1SC2=CC3=C(C=C2)C(=NN3)C=CC4=CC=CC=N4. Drug 2: CCC1=C2CN3C(=CC4=C(C3=O)COC(=O)C4(CC)O)C2=NC5=C1C=C(C=C5)O. Cell line: NCI-H226. Synergy scores: CSS=18.4, Synergy_ZIP=-9.99, Synergy_Bliss=-5.48, Synergy_Loewe=-17.2, Synergy_HSA=-5.97.